Predict which catalyst facilitates the given reaction. From a dataset of Catalyst prediction with 721,799 reactions and 888 catalyst types from USPTO. (1) Reactant: C(O[C:4]([C:6]1[NH:10][C:9]2[CH:11]=[C:12]([C:14]3[CH:19]=[CH:18][C:17]([N+:20]([O-:22])=[O:21])=[CH:16][CH:15]=3)[O:13][C:8]=2[CH:7]=1)=[O:5])C.[NH2:23][NH2:24].Br[CH2:26][CH2:27][CH2:28][C:29]([O:31][CH2:32][CH3:33])=[O:30].C(N(CC)CC)C. Product: [CH2:32]([O:31][C:29](=[O:30])[CH2:28][CH2:27][CH2:26][NH:23][NH:24][C:4]([C:6]1[NH:10][C:9]2[CH:11]=[C:12]([C:14]3[CH:15]=[CH:16][C:17]([N+:20]([O-:22])=[O:21])=[CH:18][CH:19]=3)[O:13][C:8]=2[CH:7]=1)=[O:5])[CH3:33]. The catalyst class is: 41. (2) Reactant: [C:1]([O:5][C:6]([N:8]1[CH2:13][CH2:12][NH:11][CH:10]([C:14]([NH2:16])=[O:15])[CH2:9]1)=[O:7])([CH3:4])([CH3:3])[CH3:2].C=O.[C:19](O[BH-](OC(=O)C)OC(=O)C)(=O)C.[Na+]. Product: [C:1]([O:5][C:6]([N:8]1[CH2:13][CH2:12][N:11]([CH3:19])[CH:10]([C:14]([NH2:16])=[O:15])[CH2:9]1)=[O:7])([CH3:4])([CH3:2])[CH3:3]. The catalyst class is: 5. (3) Reactant: [NH2:1][C:2]1[CH:3]=[C:4]2[C:9](=[CH:10][CH:11]=1)[CH:8]=[C:7]([C:12]([OH:14])=[O:13])[CH:6]=[CH:5]2.[Cl:15]N1C(=O)CCC1=O. Product: [NH2:1][C:2]1[C:3]([Cl:15])=[C:4]2[C:9](=[CH:10][CH:11]=1)[CH:8]=[C:7]([C:12]([OH:14])=[O:13])[CH:6]=[CH:5]2. The catalyst class is: 53. (4) Reactant: [C:1]([N:4]([CH2:25][CH:26]1[CH2:28][CH2:27]1)[C:5]1[CH:24]=[CH:23][C:8]([O:9][C:10]2[CH:11]=[C:12]([CH:16]=[C:17]([O:19][CH:20]([CH3:22])[CH3:21])[CH:18]=2)[C:13](O)=[O:14])=[CH:7][CH:6]=1)(=[O:3])[CH3:2].[NH2:29][C:30]1[CH:39]=[CH:38][C:33]([C:34]([O:36][CH3:37])=[O:35])=[CH:32][N:31]=1.P(Cl)(Cl)(Cl)=O. Product: [C:1]([N:4]([CH2:25][CH:26]1[CH2:28][CH2:27]1)[C:5]1[CH:6]=[CH:7][C:8]([O:9][C:10]2[CH:11]=[C:12]([CH:16]=[C:17]([O:19][CH:20]([CH3:22])[CH3:21])[CH:18]=2)[C:13]([NH:29][C:30]2[CH:39]=[CH:38][C:33]([C:34]([O:36][CH3:37])=[O:35])=[CH:32][N:31]=2)=[O:14])=[CH:23][CH:24]=1)(=[O:3])[CH3:2]. The catalyst class is: 300. (5) Reactant: Cl[C:2]1[CH:7]=[C:6]([Cl:8])[N:5]=[C:4]([S:9][CH3:10])[N:3]=1.CCN(C(C)C)C(C)C.[NH2:20][C@@H:21]1[CH2:26][CH2:25][C@H:24]([NH:27][C:28](=[O:37])[C:29]2[CH:34]=[CH:33][C:32]([F:35])=[C:31]([F:36])[CH:30]=2)[CH2:23][CH2:22]1. Product: [Cl:8][C:6]1[N:5]=[C:4]([S:9][CH3:10])[N:3]=[C:2]([NH:20][C@@H:21]2[CH2:22][CH2:23][C@H:24]([NH:27][C:28](=[O:37])[C:29]3[CH:34]=[CH:33][C:32]([F:35])=[C:31]([F:36])[CH:30]=3)[CH2:25][CH2:26]2)[CH:7]=1. The catalyst class is: 41.